From a dataset of NCI-60 drug combinations with 297,098 pairs across 59 cell lines. Regression. Given two drug SMILES strings and cell line genomic features, predict the synergy score measuring deviation from expected non-interaction effect. (1) Drug 1: CCN(CC)CCNC(=O)C1=C(NC(=C1C)C=C2C3=C(C=CC(=C3)F)NC2=O)C. Drug 2: CNC(=O)C1=NC=CC(=C1)OC2=CC=C(C=C2)NC(=O)NC3=CC(=C(C=C3)Cl)C(F)(F)F. Cell line: 786-0. Synergy scores: CSS=-9.27, Synergy_ZIP=4.72, Synergy_Bliss=-0.617, Synergy_Loewe=-2.07, Synergy_HSA=-8.54. (2) Drug 1: C1CCN(CC1)CCOC2=CC=C(C=C2)C(=O)C3=C(SC4=C3C=CC(=C4)O)C5=CC=C(C=C5)O. Drug 2: CN(CCCl)CCCl.Cl. Cell line: HOP-92. Synergy scores: CSS=18.9, Synergy_ZIP=-0.736, Synergy_Bliss=-0.220, Synergy_Loewe=-10.5, Synergy_HSA=-3.30. (3) Drug 1: C1C(C(OC1N2C=NC3=C(N=C(N=C32)Cl)N)CO)O. Drug 2: CC1=C(C(=CC=C1)Cl)NC(=O)C2=CN=C(S2)NC3=CC(=NC(=N3)C)N4CCN(CC4)CCO. Cell line: SK-OV-3. Synergy scores: CSS=23.9, Synergy_ZIP=-8.41, Synergy_Bliss=-5.56, Synergy_Loewe=-8.31, Synergy_HSA=-3.82.